This data is from Reaction yield outcomes from USPTO patents with 853,638 reactions. The task is: Predict the reaction yield, written as a fraction of the theoretical maximum amount of product (1.0 means a 100% yield; for example, 0.34 means a 34% yield). (1) The yield is 0.620. The reactants are [CH3:1][O:2][C:3]1[CH:4]=[CH:5][C:6]2[O:10][C:9]([CH:11]=[O:12])=[C:8]([CH3:13])[C:7]=2[CH:14]=1.[CH2:15]([Mg]Br)[CH:16]([CH3:18])[CH3:17].[Cl-].[NH4+]. The catalyst is O1CCCC1. The product is [CH3:1][O:2][C:3]1[CH:4]=[CH:5][C:6]2[O:10][C:9]([CH:11]([OH:12])[CH2:15][CH:16]([CH3:18])[CH3:17])=[C:8]([CH3:13])[C:7]=2[CH:14]=1. (2) No catalyst specified. The yield is 0.130. The reactants are [Cl:1][C:2]1[CH:7]=[CH:6][C:5]([C:8]2[O:12][C:11](S)=[N:10][CH:9]=2)=[CH:4][CH:3]=1.C(N(CC)CC)C.O.P(Cl)(Cl)([Cl:24])=O. The product is [Cl:24][C:11]1[O:12][C:8]([C:5]2[CH:6]=[CH:7][C:2]([Cl:1])=[CH:3][CH:4]=2)=[CH:9][N:10]=1. (3) The reactants are Cl.C[O:3][C:4](=[O:39])[C:5]1[CH:10]=[CH:9][C:8]([CH2:11][O:12][C:13]2[CH:18]=[CH:17][C:16]([CH2:19][C@H:20]([NH2:38])[C:21]3[N:22]([CH2:34][CH2:35][CH2:36][CH3:37])[CH:23]=[C:24]([C:26]4[CH:31]=[CH:30][C:29]([Cl:32])=[CH:28][C:27]=4[Cl:33])[N:25]=3)=[CH:15][CH:14]=2)=[CH:7][CH:6]=1.[CH:40]1([C:46](O)=[O:47])[CH2:45][CH2:44][CH2:43][CH2:42][CH2:41]1. No catalyst specified. The product is [CH2:34]([N:22]1[CH:23]=[C:24]([C:26]2[CH:31]=[CH:30][C:29]([Cl:32])=[CH:28][C:27]=2[Cl:33])[N:25]=[C:21]1[C@@H:20]([NH:38][C:46]([CH:40]1[CH2:45][CH2:44][CH2:43][CH2:42][CH2:41]1)=[O:47])[CH2:19][C:16]1[CH:17]=[CH:18][C:13]([O:12][CH2:11][C:8]2[CH:7]=[CH:6][C:5]([C:4]([OH:3])=[O:39])=[CH:10][CH:9]=2)=[CH:14][CH:15]=1)[CH2:35][CH2:36][CH3:37]. The yield is 0.620. (4) The reactants are [Cl:1][C:2]1[N:7]=[C:6]([CH2:8][C:9]([C:11]2[CH:12]=[CH:13][C:14]([F:29])=[C:15]([NH:17][S:18]([C:21]3[C:26]([F:27])=[CH:25][CH:24]=[CH:23][C:22]=3[F:28])(=[O:20])=[O:19])[CH:16]=2)=O)[CH:5]=[CH:4][N:3]=1.C1C(=O)N(Br)C(=O)C1.[CH3:38][CH:39]([CH3:43])[C:40](=[S:42])[NH2:41]. The yield is 0.410. The catalyst is CN(C=O)C. The product is [Cl:1][C:2]1[N:7]=[C:6]([C:8]2[S:42][C:40]([CH:39]([CH3:43])[CH3:38])=[N:41][C:9]=2[C:11]2[CH:12]=[CH:13][C:14]([F:29])=[C:15]([NH:17][S:18]([C:21]3[C:26]([F:27])=[CH:25][CH:24]=[CH:23][C:22]=3[F:28])(=[O:20])=[O:19])[CH:16]=2)[CH:5]=[CH:4][N:3]=1. (5) The reactants are [Cl:1][C:2]1[CH:3]=[C:4]([CH:6]=[C:7]([Cl:9])[CH:8]=1)[NH2:5].[CH2:10]([C:12](=O)[C:13]([O-:15])=[O:14])[CH3:11].[F:17][C:18]1[CH:19]=[C:20]([CH:23]=[CH:24][CH:25]=1)C=C.F[C:27](F)(F)[C:28](O)=O. The catalyst is C(#N)C. The product is [CH2:27]([O:15][C:13]([CH:12]1[CH2:10][CH:11]([C:24]2[CH:23]=[CH:20][CH:19]=[C:18]([F:17])[CH:25]=2)[C:3]2[C:4](=[CH:6][C:7]([Cl:9])=[CH:8][C:2]=2[Cl:1])[NH:5]1)=[O:14])[CH3:28]. The yield is 0.440. (6) The reactants are Cl[C:2]1[C:11]2[C:6](=[C:7]([NH:12][S:13]([C:16]3[CH:21]=[CH:20][CH:19]=[CH:18][CH:17]=3)(=[O:15])=[O:14])[CH:8]=[CH:9][CH:10]=2)[N:5]=[CH:4][CH:3]=1.[CH3:22][NH2:23]. No catalyst specified. The product is [CH3:22][NH:23][C:2]1[C:11]2[C:6](=[C:7]([NH:12][S:13]([C:16]3[CH:21]=[CH:20][CH:19]=[CH:18][CH:17]=3)(=[O:15])=[O:14])[CH:8]=[CH:9][CH:10]=2)[N:5]=[CH:4][CH:3]=1. The yield is 0.130. (7) The reactants are [CH3:1][C:2]1[N:3]([NH:13][CH2:14][C:15]#[CH:16])[CH:4]=[C:5]([C:7]2[CH:8]=[N:9][CH:10]=[CH:11][CH:12]=2)[N:6]=1.[CH2:17](N(C(C)C)C(C)C)C.[CH3:26][S:27][CH2:28][CH2:29][C:30](Cl)=[O:31]. The catalyst is ClCCl. The product is [CH3:1][C:2]1[N:3]([N:13]([CH2:14][C:15]#[CH:16])[C:30](=[O:31])[CH2:29][CH:28]([S:27][CH3:26])[CH3:17])[CH:4]=[C:5]([C:7]2[CH:8]=[N:9][CH:10]=[CH:11][CH:12]=2)[N:6]=1. The yield is 0.120. (8) The reactants are [OH:1][CH2:2][C:3]1[S:7][C:6]([NH:8][S:9]([C:12]2[CH:17]=[CH:16][C:15]([NH:18]C(=O)C)=[CH:14][CH:13]=2)(=[O:11])=[O:10])=[N:5][N:4]=1.Cl. No catalyst specified. The product is [NH2:18][C:15]1[CH:16]=[CH:17][C:12]([S:9]([NH:8][C:6]2[S:7][C:3]([CH2:2][OH:1])=[N:4][N:5]=2)(=[O:11])=[O:10])=[CH:13][CH:14]=1. The yield is 0.680. (9) The reactants are [NH2:1][C:2]1[CH:7]=[CH:6][C:5]([Br:8])=[CH:4][C:3]=1[NH:9][C:10](=O)[CH2:11][C:12]1[CH:17]=[CH:16][CH:15]=[CH:14][CH:13]=1. The catalyst is Cl.CO. The product is [CH2:11]([C:10]1[NH:1][C:2]2[CH:7]=[CH:6][C:5]([Br:8])=[CH:4][C:3]=2[N:9]=1)[C:12]1[CH:17]=[CH:16][CH:15]=[CH:14][CH:13]=1. The yield is 0.820.